This data is from Full USPTO retrosynthesis dataset with 1.9M reactions from patents (1976-2016). The task is: Predict the reactants needed to synthesize the given product. (1) Given the product [F:1][C:2]1[CH:3]=[CH:4][C:5]([CH2:6][NH:7][C:8]([C:10]2[N:11]=[C:12]3[C:18]4([NH:21][C:22](=[O:31])[C:23]([N:24]5[CH2:25][CH2:26][N:27]([C:53]([C:50]6[CH:49]=[C:48]([CH3:47])[O:52][N:51]=6)=[O:54])[CH2:28][CH2:29]5)=[O:30])[CH2:19][CH2:20][CH:15]([CH2:16][CH2:17]4)[CH2:14][N:13]3[C:32](=[O:35])[C:33]=2[OH:34])=[O:9])=[CH:36][CH:37]=1, predict the reactants needed to synthesize it. The reactants are: [F:1][C:2]1[CH:37]=[CH:36][C:5]([CH2:6][NH:7][C:8]([C:10]2[N:11]=[C:12]3[C:18]4([NH:21][C:22](=[O:31])[C:23](=[O:30])[N:24]5[CH2:29][CH2:28][NH:27][CH2:26][CH2:25]5)[CH2:19][CH2:20][CH:15]([CH2:16][CH2:17]4)[CH2:14][N:13]3[C:32](=[O:35])[C:33]=2[OH:34])=[O:9])=[CH:4][CH:3]=1.C(N(C(C)C)CC)(C)C.[CH3:47][C:48]1[O:52][N:51]=[C:50]([C:53](Cl)=[O:54])[CH:49]=1.CNC. (2) Given the product [O:34]1[CH:38]=[CH:37][C:36]2[CH:39]=[C:40]([CH2:43][C:4]3[C:3]4[C:7](=[CH:8][CH:9]=[CH:10][C:2]=4[Br:1])[N:6]([C@@H:11]4[O:28][C@H:27]([CH2:29][OH:30])[C@@H:22]([OH:23])[C@H:17]([OH:18])[C@H:12]4[OH:13])[CH:5]=3)[CH:41]=[CH:42][C:35]1=2, predict the reactants needed to synthesize it. The reactants are: [Br:1][C:2]1[CH:10]=[CH:9][CH:8]=[C:7]2[C:3]=1[CH:4]=[CH:5][N:6]2[C@@H:11]1[O:28][C@H:27]([CH2:29][O:30]C(=O)C)[C@@H:22]([O:23]C(=O)C)[C@H:17]([O:18]C(=O)C)[C@H:12]1[O:13]C(=O)C.[O:34]1[CH:38]=[CH:37][C:36]2[CH:39]=[C:40]([C:43](Cl)=O)[CH:41]=[CH:42][C:35]1=2. (3) Given the product [Cl:16][C:17]1[N:18]=[N:19][C:20]([N:23]2[C:7]([C:2]3[CH:3]=[N:4][CH:5]=[CH:6][N:1]=3)=[CH:8][C:9]([C:10]([O:12][CH3:13])=[O:11])=[N:24]2)=[CH:21][CH:22]=1, predict the reactants needed to synthesize it. The reactants are: [N:1]1[CH:6]=[CH:5][N:4]=[CH:3][C:2]=1[C:7](=O)[CH2:8][C:9](=O)[C:10]([O:12][CH3:13])=[O:11].[Cl:16][C:17]1[N:18]=[N:19][C:20]([NH:23][NH2:24])=[CH:21][CH:22]=1.Cl.C(=O)(O)[O-].[Na+]. (4) Given the product [C:13]([C@@:10]1([CH:15]2[CH2:17][CH2:16]2)[CH2:11][CH2:12][N:8]([C:6]2[CH:5]=[CH:4][N:3]=[C:2]([NH:19][C:20]3[CH:32]=[CH:31][C:23]([C:24]([O:26][C:27]([CH3:29])([CH3:30])[CH3:28])=[O:25])=[C:22]([O:33][CH2:34][CH3:35])[CH:21]=3)[N:7]=2)[C:9]1=[O:18])#[N:14], predict the reactants needed to synthesize it. The reactants are: Cl[C:2]1[N:7]=[C:6]([N:8]2[CH2:12][CH2:11][C@:10]([CH:15]3[CH2:17][CH2:16]3)([C:13]#[N:14])[C:9]2=[O:18])[CH:5]=[CH:4][N:3]=1.[NH2:19][C:20]1[CH:32]=[CH:31][C:23]([C:24]([O:26][C:27]([CH3:30])([CH3:29])[CH3:28])=[O:25])=[C:22]([O:33][CH2:34][CH3:35])[CH:21]=1.C(=O)([O-])[O-].[Cs+].[Cs+].C1(P(C2C=CC=CC=2)C2C=CC3C(=CC=CC=3)C=2C2C3C(=CC=CC=3)C=CC=2P(C2C=CC=CC=2)C2C=CC=CC=2)C=CC=CC=1. (5) Given the product [CH3:21][C:8]1[NH:7][CH:6]=[C:10]([CH3:11])[C:9]=1[C:12]1[CH:13]=[C:14]([CH:15]=[CH:16][CH:17]=1)[C:18]([OH:20])=[O:19], predict the reactants needed to synthesize it. The reactants are: C(OC([C:6]1[NH:7][C:8]([CH3:21])=[C:9]([C:12]2[CH:17]=[CH:16][CH:15]=[C:14]([C:18]([OH:20])=[O:19])[CH:13]=2)[C:10]=1[CH3:11])=O)C.[OH-].[K+].Cl.C(=O)=O. (6) Given the product [ClH:13].[N:2]12[CH2:11][CH:6]3[CH2:7][CH:8]([CH2:10][CH:4]([C@H:5]3[NH:12][C:22]([C:20]3[O:21][C:17]4[CH:16]=[CH:15][C:14]([Cl:13])=[CH:25][C:18]=4[CH:19]=3)=[O:23])[CH2:3]1)[CH2:9]2, predict the reactants needed to synthesize it. The reactants are: Cl.[N:2]12[CH2:11][CH:6]3[CH2:7][CH:8]([CH2:10][CH:4]([C@H:5]3[NH2:12])[CH2:3]1)[CH2:9]2.[Cl:13][C:14]1[CH:15]=[CH:16][C:17]2[O:21][C:20]([C:22](O)=[O:23])=[CH:19][C:18]=2[CH:25]=1.N. (7) The reactants are: [Cl:1][C:2]1[CH:22]=[CH:21][C:5]([C:6]([CH:8]2[CH2:13][CH2:12][N:11]([C:14]([O:16][C:17]([CH3:20])([CH3:19])[CH3:18])=[O:15])[CH2:10][CH2:9]2)=[O:7])=[CH:4][CH:3]=1.[BH4-].[Na+]. Given the product [Cl:1][C:2]1[CH:3]=[CH:4][C:5]([CH:6]([OH:7])[CH:8]2[CH2:9][CH2:10][N:11]([C:14]([O:16][C:17]([CH3:19])([CH3:18])[CH3:20])=[O:15])[CH2:12][CH2:13]2)=[CH:21][CH:22]=1, predict the reactants needed to synthesize it. (8) The reactants are: [ClH:1].[CH3:2][N:3]1[C@@H:20]2[CH2:21][C:8]3[CH:9]=[CH:10][C:11]([O:23][CH3:24])=[C:12]4[O:13][C@H:14]5[C:15]([CH2:17][CH2:18][C@:19]2([OH:22])[C@:6]5([C:7]=34)[CH2:5][CH2:4]1)=[O:16]. Given the product [CH3:2][N:3]1[C@@H:20]2[CH2:21][C:8]3[CH:9]=[CH:10][C:11]([O:23][CH3:24])=[C:12]4[O:13][C@H:14]5[C:15]([CH2:17][CH2:18][C@:19]2([OH:22])[C@:6]5([C:7]=34)[CH2:5][CH2:4]1)=[O:16].[ClH:1], predict the reactants needed to synthesize it.